From a dataset of Full USPTO retrosynthesis dataset with 1.9M reactions from patents (1976-2016). Predict the reactants needed to synthesize the given product. Given the product [Br:22][C:18]1[O:17][C:16]([S:15][CH2:14][C:5]2[C:6]([C:10]([F:12])([F:13])[F:11])=[N:7][N:8]([CH3:9])[C:4]=2[O:3][CH:2]([F:1])[F:21])=[N:20][CH:19]=1, predict the reactants needed to synthesize it. The reactants are: [F:1][CH:2]([F:21])[O:3][C:4]1[N:8]([CH3:9])[N:7]=[C:6]([C:10]([F:13])([F:12])[F:11])[C:5]=1[CH2:14][S:15][C:16]1[O:17][CH:18]=[CH:19][N:20]=1.[Br:22]N1C(=O)CCC1=O.O.